From a dataset of Peptide-MHC class II binding affinity with 134,281 pairs from IEDB. Regression. Given a peptide amino acid sequence and an MHC pseudo amino acid sequence, predict their binding affinity value. This is MHC class II binding data. (1) The peptide sequence is KLQAAVMETDREN. The MHC is DRB5_0101 with pseudo-sequence DRB5_0101. The binding affinity (normalized) is 0.0201. (2) The peptide sequence is KLVLNIKYTRPGDSL. The MHC is DRB1_0802 with pseudo-sequence DRB1_0802. The binding affinity (normalized) is 0.355. (3) The peptide sequence is GELQIVDTIDAAFKI. The MHC is DRB1_0101 with pseudo-sequence DRB1_0101. The binding affinity (normalized) is 0.633. (4) The peptide sequence is MASSSSVLLVVVLFA. The MHC is DRB1_0301 with pseudo-sequence DRB1_0301. The binding affinity (normalized) is 0.0495. (5) The peptide sequence is ISGSSARYDVALSEQ. The MHC is DRB1_0301 with pseudo-sequence DRB1_0301. The binding affinity (normalized) is 0.625. (6) The binding affinity (normalized) is 0. The MHC is HLA-DQA10104-DQB10503 with pseudo-sequence HLA-DQA10104-DQB10503. The peptide sequence is NGSAEVHRGAVPRRG. (7) The peptide sequence is PELGMNASHCNEMSW. The MHC is DRB1_1501 with pseudo-sequence DRB1_1501. The binding affinity (normalized) is 0.0510. (8) The peptide sequence is QQLLFIHFRIGCRHSRIG. The MHC is DRB1_0901 with pseudo-sequence DRB1_0901. The binding affinity (normalized) is 0.412. (9) The peptide sequence is NIQIRLPWYSYLYAV. The MHC is DRB1_0101 with pseudo-sequence DRB1_0101. The binding affinity (normalized) is 0.671.